From a dataset of Catalyst prediction with 721,799 reactions and 888 catalyst types from USPTO. Predict which catalyst facilitates the given reaction. (1) Product: [CH2:13]([O:12][C:10]([C:9]1[CH:15]=[CH:16][C:17]([O:18][CH2:19][CH2:20][CH2:21][C:22]2[CH:27]=[CH:26][C:25]([O:28][CH2:29][C:30]3[CH:35]=[CH:34][C:33]([O:36][CH:37]([CH3:38])[CH3:39])=[CH:32][CH:31]=3)=[CH:24][CH:23]=2)=[C:7]([CH2:6][C:5]([OH:40])=[O:4])[CH:8]=1)=[O:11])[CH3:14]. Reactant: C([O:4][C:5](=[O:40])[CH2:6][C:7]1[CH:8]=[C:9]([CH:15]=[CH:16][C:17]=1[O:18][CH2:19][CH2:20][CH2:21][C:22]1[CH:27]=[CH:26][C:25]([O:28][CH2:29][C:30]2[CH:35]=[CH:34][C:33]([O:36][CH:37]([CH3:39])[CH3:38])=[CH:32][CH:31]=2)=[CH:24][CH:23]=1)[C:10]([O:12][CH2:13][CH3:14])=[O:11])C=C.N1CCOCC1. The catalyst class is: 602. (2) Reactant: [F:1][C:2]1[CH:32]=[CH:31][C:5]([O:6][C:7]2[CH:30]=[CH:29][C:10]([CH2:11][S:12][C:13]3[NH:14][CH:15]=[C:16]([CH2:20][C:21]4[CH:22]=[N:23][C:24]([O:27][CH3:28])=[N:25][CH:26]=4)[C:17](=[O:19])[N:18]=3)=[CH:9][CH:8]=2)=[CH:4][CH:3]=1.[CH3:33][CH2:34]N(C(C)C)C(C)C.C(I)C. Product: [CH2:33]([N:14]1[CH:15]=[C:16]([CH2:20][C:21]2[CH:26]=[N:25][C:24]([O:27][CH3:28])=[N:23][CH:22]=2)[C:17](=[O:19])[N:18]=[C:13]1[S:12][CH2:11][C:10]1[CH:29]=[CH:30][C:7]([O:6][C:5]2[CH:4]=[CH:3][C:2]([F:1])=[CH:32][CH:31]=2)=[CH:8][CH:9]=1)[CH3:34]. The catalyst class is: 26. (3) Reactant: [CH2:1]([C:8]1[CH:13]=[CH:12][C:11]([OH:14])=[CH:10][CH:9]=1)[C:2]1[CH:7]=[CH:6][CH:5]=[CH:4][CH:3]=1.Br[CH2:16][CH2:17][Cl:18].C(=O)([O-])[O-].[Cs+].[Cs+].O. Product: [Cl:18][CH2:17][CH2:16][O:14][C:11]1[CH:10]=[CH:9][C:8]([CH2:1][C:2]2[CH:3]=[CH:4][CH:5]=[CH:6][CH:7]=2)=[CH:13][CH:12]=1. The catalyst class is: 10.